From a dataset of Catalyst prediction with 721,799 reactions and 888 catalyst types from USPTO. Predict which catalyst facilitates the given reaction. (1) Reactant: [CH2:1]([O:3][C:4]([C:6]1[CH2:11][CH2:10][C:9]([NH2:12])=[N:8][C:7]=1[NH2:13])=[O:5])[CH3:2].ClC1C(=O)C(C#N)=C(C#N)C(=O)C=1Cl. Product: [CH2:1]([O:3][C:4](=[O:5])[C:6]1[CH:11]=[CH:10][C:9]([NH2:12])=[N:8][C:7]=1[NH2:13])[CH3:2]. The catalyst class is: 1. (2) Reactant: C(=O)([O-])[O-].[K+].[K+].[OH:7][C:8]1[C:13]([CH3:14])=[C:12]([OH:15])[CH:11]=[CH:10][C:9]=1[C:16](=[O:20])[CH2:17][CH2:18][CH3:19].Br[CH2:22][CH2:23][CH2:24][CH2:25][O:26][C:27]1[CH:34]=[CH:33][C:30]([C:31]#[N:32])=[CH:29][CH:28]=1. Product: [C:16]([C:9]1[CH:10]=[CH:11][C:12]([O:15][CH2:22][CH2:23][CH2:24][CH2:25][O:26][C:27]2[CH:28]=[CH:29][C:30]([C:31]#[N:32])=[CH:33][CH:34]=2)=[C:13]([CH3:14])[C:8]=1[OH:7])(=[O:20])[CH2:17][CH2:18][CH3:19]. The catalyst class is: 21. (3) Reactant: C(N(CC)CC)C.[CH:8]([N:11]([CH:15]([CH3:17])[CH3:16])[CH2:12][CH2:13][NH2:14])([CH3:10])[CH3:9].F[P-](F)(F)(F)(F)F.N1(O[P+](N(C)C)(N(C)C)N(C)C)C2C=CC=CC=2N=N1.[CH2:45]([NH:47][C:48]1[N:56]=[C:55]([C:57]2[CH:62]=[CH:61][C:60]([NH:63][C:64]([NH:66][CH2:67][C:68]3[CH:69]=[N:70][CH:71]=[CH:72][CH:73]=3)=[O:65])=[CH:59][CH:58]=2)[CH:54]=[CH:53][C:49]=1[C:50](O)=[O:51])[CH3:46]. Product: [CH:8]([N:11]([CH:15]([CH3:17])[CH3:16])[CH2:12][CH2:13][NH:14][C:50](=[O:51])[C:49]1[CH:53]=[CH:54][C:55]([C:57]2[CH:58]=[CH:59][C:60]([NH:63][C:64]([NH:66][CH2:67][C:68]3[CH:69]=[N:70][CH:71]=[CH:72][CH:73]=3)=[O:65])=[CH:61][CH:62]=2)=[N:56][C:48]=1[NH:47][CH2:45][CH3:46])([CH3:10])[CH3:9]. The catalyst class is: 1. (4) Reactant: [C:1]1([S:7]([NH2:10])(=[O:9])=[O:8])[CH:6]=[CH:5][CH:4]=[CH:3][CH:2]=1.[Li]CCCC.[P:16](Cl)([C:23]1[CH:28]=[CH:27][CH:26]=[CH:25][CH:24]=1)[C:17]1[CH:22]=[CH:21][CH:20]=[CH:19][CH:18]=1. Product: [C:1]1([S:7]([NH2:10])(=[O:9])=[O:8])[CH:6]=[CH:5][CH:4]=[CH:3][CH:2]=1.[C:23]1([PH:16][C:17]2[CH:18]=[CH:19][CH:20]=[CH:21][CH:22]=2)[CH:24]=[CH:25][CH:26]=[CH:27][CH:28]=1. The catalyst class is: 7.